Dataset: Full USPTO retrosynthesis dataset with 1.9M reactions from patents (1976-2016). Task: Predict the reactants needed to synthesize the given product. (1) Given the product [C:9]([C:2]1[CH:8]=[CH:7][C:5]([NH2:6])=[CH:4][CH:3]=1)#[C:10][CH2:11][CH2:12][CH2:13][CH2:14][CH2:15][CH2:16][CH3:17], predict the reactants needed to synthesize it. The reactants are: I[C:2]1[CH:8]=[CH:7][C:5]([NH2:6])=[CH:4][CH:3]=1.[CH:9]#[C:10][CH2:11][CH2:12][CH2:13][CH2:14][CH2:15][CH2:16][CH3:17].[NH4+].[OH-]. (2) Given the product [F:15][C:4]1[CH:3]=[C:2]([NH:1][S:25]([C:20]2[CH:21]=[CH:22][CH:23]=[CH:24][C:19]=2[N+:16]([O-:18])=[O:17])(=[O:26])=[O:27])[CH:7]=[CH:6][C:5]=1[CH2:8][CH2:9][C:10]([O:12][CH2:13][CH3:14])=[O:11], predict the reactants needed to synthesize it. The reactants are: [NH2:1][C:2]1[CH:7]=[CH:6][C:5]([CH2:8][CH2:9][C:10]([O:12][CH2:13][CH3:14])=[O:11])=[C:4]([F:15])[CH:3]=1.[N+:16]([C:19]1[CH:24]=[CH:23][CH:22]=[CH:21][C:20]=1[S:25](Cl)(=[O:27])=[O:26])([O-:18])=[O:17]. (3) Given the product [N:24]1([C:27]([NH:12][C@:13]2([C:18]([O:20][CH3:21])=[O:19])[CH2:15][C@H:14]2[CH:16]=[CH2:17])=[O:28])[CH:23]=[CH:22][N:26]=[CH:25]1, predict the reactants needed to synthesize it. The reactants are: S(C1C=CC(C)=CC=1)(O)(=O)=O.[NH2:12][C@:13]1([C:18]([O:20][CH3:21])=[O:19])[CH2:15][C@H:14]1[CH:16]=[CH2:17].[CH:22]1[N:26]=[CH:25][N:24]([C:27](N2C=NC=C2)=[O:28])[CH:23]=1. (4) Given the product [C:18]([O:22][C:23]([N:25]1[C@@H:29]([C@H:30]([OH:37])[C:31]2[CH:36]=[CH:35][CH:34]=[CH:33][CH:32]=2)[CH2:28][CH2:27][C@H:26]1[CH2:38][C:39]1[CH:47]=[CH:46][C:42]([C:43]([N:13]2[CH2:12][CH2:11][N:10]([CH:8]([CH3:9])[C:7]([N:4]3[CH2:5][CH2:6][C:2]([F:1])([F:17])[CH2:3]3)=[O:16])[CH2:15][CH2:14]2)=[O:44])=[CH:41][CH:40]=1)=[O:24])([CH3:21])([CH3:19])[CH3:20], predict the reactants needed to synthesize it. The reactants are: [F:1][C:2]1([F:17])[CH2:6][CH2:5][N:4]([C:7](=[O:16])[CH:8]([N:10]2[CH2:15][CH2:14][NH:13][CH2:12][CH2:11]2)[CH3:9])[CH2:3]1.[C:18]([O:22][C:23]([N:25]1[C@@H:29]([C@H:30]([OH:37])[C:31]2[CH:36]=[CH:35][CH:34]=[CH:33][CH:32]=2)[CH2:28][CH2:27][C@H:26]1[CH2:38][C:39]1[CH:47]=[CH:46][C:42]([C:43](O)=[O:44])=[CH:41][CH:40]=1)=[O:24])([CH3:21])([CH3:20])[CH3:19].C(N(CC)C(C)C)(C)C. (5) Given the product [CH3:15][C:16]1([CH3:18])[NH:10][C:11]2[C:4]3[C:3]([CH:14]=[CH:13][CH:12]=2)=[CH:2][CH:1]=[CH:6][C:5]=3[NH:7]1, predict the reactants needed to synthesize it. The reactants are: [CH:1]1[CH:6]=[C:5]2[NH:7]C([NH:10][C:11]3=[CH:12][CH:13]=[CH:14][C:3](=[C:4]23)[CH:2]=1)=O.[CH3:15][C:16]([CH3:18])=O. (6) Given the product [CH3:1][O:2][C:3]1[C:4]2[N:15]=[C:16]([NH2:18])[S:17][C:5]=2[C:6]([N:9]([CH2:11][CH2:12][O:13][CH3:14])[CH3:10])=[CH:7][CH:8]=1, predict the reactants needed to synthesize it. The reactants are: [CH3:1][O:2][C:3]1[CH:8]=[CH:7][C:6]([N:9]([CH2:11][CH2:12][O:13][CH3:14])[CH3:10])=[CH:5][C:4]=1[NH:15][C:16]([NH2:18])=[S:17].Br.CC(O)=O.CS(C)=O. (7) Given the product [CH3:14][C:13]1[N:9]([CH2:8][C:5]2[CH:6]=[CH:7][C:2]([NH:39][CH2:38][CH2:37][N:32]3[CH2:36][CH2:35][CH2:34][CH2:33]3)=[N:3][CH:4]=2)[N:10]=[C:11]([C:15]2[O:19][N:18]=[C:17]([C:20]3[CH:25]=[CH:24][C:23]([CH2:26][N:27]4[CH:31]=[CH:30][CH:29]=[CH:28]4)=[CH:22][CH:21]=3)[N:16]=2)[CH:12]=1, predict the reactants needed to synthesize it. The reactants are: Cl[C:2]1[CH:7]=[CH:6][C:5]([CH2:8][N:9]2[C:13]([CH3:14])=[CH:12][C:11]([C:15]3[O:19][N:18]=[C:17]([C:20]4[CH:25]=[CH:24][C:23]([CH2:26][N:27]5[CH:31]=[CH:30][CH:29]=[CH:28]5)=[CH:22][CH:21]=4)[N:16]=3)=[N:10]2)=[CH:4][N:3]=1.[N:32]1([CH2:37][CH2:38][NH2:39])[CH2:36][CH2:35][CH2:34][CH2:33]1.